This data is from Reaction yield outcomes from USPTO patents with 853,638 reactions. The task is: Predict the reaction yield, written as a fraction of the theoretical maximum amount of product (1.0 means a 100% yield; for example, 0.34 means a 34% yield). (1) The reactants are [F:1][C:2]1[CH:3]=[C:4]([CH:6]=[CH:7][C:8]=1[N+:9]([O-:11])=[O:10])[NH2:5].[Br:12]N1C(=O)CCC1=O. The catalyst is C(OCC)(=O)C. The product is [Br:12][C:6]1[CH:7]=[C:8]([N+:9]([O-:11])=[O:10])[C:2]([F:1])=[CH:3][C:4]=1[NH2:5]. The yield is 0.500. (2) The reactants are N[C:2]1[CH:7]=[C:6]([C:8]([F:11])([F:10])[F:9])[CH:5]=[CH:4][C:3]=1[S:12]([NH:15][C:16]1[CH:17]=[CH:18][C:19]([O:26][CH3:27])=[C:20]2[C:25]=1[N:24]=[CH:23][CH:22]=[CH:21]2)(=[O:14])=[O:13].N(OC(C)(C)C)=O.CC(O)=O. The catalyst is C1COCC1. The product is [CH3:27][O:26][C:19]1[CH:18]=[C:17]2[C:16](=[C:25]3[C:20]=1[CH:21]=[CH:22][CH:23]=[N:24]3)[NH:15][S:12](=[O:14])(=[O:13])[C:3]1[C:4]2=[CH:5][C:6]([C:8]([F:9])([F:11])[F:10])=[CH:7][CH:2]=1. The yield is 0.0500. (3) The reactants are [OH:1][C:2]1[CH:3]=[C:4]([CH2:8][C:9]([NH:11][C:12]2[S:13][C:14]([C:18]([OH:20])=O)=[C:15]([CH3:17])[N:16]=2)=[O:10])[CH:5]=[CH:6][CH:7]=1.CN(C(ON1N=NC2C=CC=CC1=2)=[N+](C)C)C.F[P-](F)(F)(F)(F)F.C1C=CC2N(O)N=NC=2C=1.[CH3:55][C:56]([O:59][C:60]([NH:62][CH2:63][C@H:64]([NH2:69])[C:65]([O:67][CH3:68])=[O:66])=[O:61])([CH3:58])[CH3:57].Cl.C(N(CC)CC)C. The catalyst is CN(C=O)C. The product is [CH3:68][O:67][C:65](=[O:66])[C@@H:64]([NH:69][C:18]([C:14]1[S:13][C:12]([NH:11][C:9](=[O:10])[CH2:8][C:4]2[CH:5]=[CH:6][CH:7]=[C:2]([OH:1])[CH:3]=2)=[N:16][C:15]=1[CH3:17])=[O:20])[CH2:63][NH:62][C:60]([O:59][C:56]([CH3:55])([CH3:58])[CH3:57])=[O:61]. The yield is 0.777. (4) The reactants are [N+:1]([C:4]1[CH:16]=[CH:15][C:7]([O:8][CH:9]2[CH2:14][CH2:13][NH:12][CH2:11][CH2:10]2)=[C:6]([C:17]([F:20])([F:19])[F:18])[CH:5]=1)([O-:3])=[O:2].[O:21]1[CH2:24][C:23](=O)[CH2:22]1.C(O[BH-](OC(=O)C)OC(=O)C)(=O)C.[Na+].C([O-])(O)=O.[Na+]. The catalyst is ClCCCl.C(Cl)Cl. The product is [N+:1]([C:4]1[CH:16]=[CH:15][C:7]([O:8][CH:9]2[CH2:14][CH2:13][N:12]([CH:23]3[CH2:24][O:21][CH2:22]3)[CH2:11][CH2:10]2)=[C:6]([C:17]([F:20])([F:18])[F:19])[CH:5]=1)([O-:3])=[O:2]. The yield is 0.770. (5) The reactants are [N:1]([CH2:4][C@@H:5]([NH:13][C:14](=[O:20])[O:15][C:16]([CH3:19])([CH3:18])[CH3:17])[CH2:6][CH:7]1[CH2:12][CH2:11][CH2:10][CH2:9][CH2:8]1)=[N+:2]=[N-:3].[H-].[Na+].[CH3:23]I. The catalyst is CN(C=O)C. The product is [N:1]([CH2:4][C@@H:5]([N:13]([CH3:23])[C:14](=[O:20])[O:15][C:16]([CH3:17])([CH3:19])[CH3:18])[CH2:6][CH:7]1[CH2:12][CH2:11][CH2:10][CH2:9][CH2:8]1)=[N+:2]=[N-:3]. The yield is 0.790. (6) The reactants are [C:1](Cl)(=[O:7])[CH2:2][CH2:3][CH2:4][CH2:5][CH3:6].[N+:9]([C:12]1[CH:38]=[CH:37][C:15]([CH2:16][O:17][C:18]2[CH:19]=[C:20]([CH:34]=[CH:35][CH:36]=2)[C:21]([NH:23][C:24]2[CH:29]=[CH:28][CH:27]=[CH:26][C:25]=2[S:30](=[O:33])(=[O:32])[NH2:31])=[O:22])=[CH:14][CH:13]=1)([O-:11])=[O:10]. The catalyst is CN(C)C1C=CN=CC=1.O1CCCC1. The product is [N+:9]([C:12]1[CH:13]=[CH:14][C:15]([CH2:16][O:17][C:18]2[CH:19]=[C:20]([CH:34]=[CH:35][CH:36]=2)[C:21]([NH:23][C:24]2[CH:29]=[CH:28][CH:27]=[CH:26][C:25]=2[S:30]([NH:31][C:1](=[O:7])[CH2:2][CH2:3][CH2:4][CH2:5][CH3:6])(=[O:33])=[O:32])=[O:22])=[CH:37][CH:38]=1)([O-:11])=[O:10]. The yield is 0.868. (7) The reactants are [Br:1][C:2]1[CH:3]=[C:4]2[C:8](=[CH:9][CH:10]=1)[NH:7][C:6](=[O:11])[C:5]2=[O:12].[CH2:13](O)[CH2:14][CH2:15][OH:16].O.C1(C)C=CC(S(O)(=O)=O)=CC=1. The catalyst is C1C=CC=CC=1. The product is [Br:1][C:2]1[CH:3]=[C:4]2[C:8](=[CH:9][CH:10]=1)[NH:7][C:6](=[O:11])[C:5]12[O:16][CH2:15][CH2:14][CH2:13][O:12]1. The yield is 0.460. (8) The catalyst is C1COCC1. The product is [Br:3][C:4]1[CH:9]=[CH:8][N:7]([CH3:11])[C:6](=[O:10])[CH:5]=1. The yield is 0.500. The reactants are [H-].[Na+].[Br:3][C:4]1[CH:9]=[CH:8][N:7]=[C:6]([OH:10])[CH:5]=1.[CH3:11]I. (9) The reactants are [CH2:1]([O:5][CH2:6][C@@H:7]([NH:12][C:13]([C@H:15]1[O:17][C@@H:16]1[C:18]([OH:20])=[O:19])=[O:14])[CH2:8][CH:9]([CH3:11])[CH3:10])[CH:2]([CH3:4])[CH3:3].C(=O)([O-])[O-].[Na+:25].[Na+]. The catalyst is CC(C)=O.O. The product is [CH2:1]([O:5][CH2:6][C@@H:7]([NH:12][C:13]([C@H:15]1[O:17][C@@H:16]1[C:18]([O-:20])=[O:19])=[O:14])[CH2:8][CH:9]([CH3:11])[CH3:10])[CH:2]([CH3:3])[CH3:4].[Na+:25]. The yield is 0.879. (10) The reactants are [NH2:1][C:2]1[C:3]2[C:11](=[O:12])[CH:10]=[CH:9][N:8]([CH:13]([C:15]3[CH:22]=[C:21]([Cl:23])[C:18]([C:19]#[N:20])=[C:17](Br)[C:16]=3[O:25][CH2:26][CH3:27])[CH3:14])[C:4]=2[N:5]=[CH:6][N:7]=1.[CH3:28][N:29]([CH3:41])[C:30]([C:32]1[N:37]=[CH:36][C:35](B(O)O)=[CH:34][CH:33]=1)=[O:31].C(#N)C.C(=O)([O-])[O-].[Na+].[Na+].O.ClCCl. No catalyst specified. The product is [NH2:1][C:2]1[C:3]2[C:11](=[O:12])[CH:10]=[CH:9][N:8]([CH:13]([C:15]3[C:16]([O:25][CH2:26][CH3:27])=[C:17]([C:35]4[CH:34]=[CH:33][C:32]([C:30]([N:29]([CH3:41])[CH3:28])=[O:31])=[N:37][CH:36]=4)[C:18]([C:19]#[N:20])=[C:21]([Cl:23])[CH:22]=3)[CH3:14])[C:4]=2[N:5]=[CH:6][N:7]=1. The yield is 0.200.